Dataset: Peptide-MHC class II binding affinity with 134,281 pairs from IEDB. Task: Regression. Given a peptide amino acid sequence and an MHC pseudo amino acid sequence, predict their binding affinity value. This is MHC class II binding data. (1) The MHC is DRB1_0405 with pseudo-sequence DRB1_0405. The binding affinity (normalized) is 0.261. The peptide sequence is QLQPSLQTGSEELRSLY. (2) The peptide sequence is LIINWLQEALSSASL. The MHC is DRB1_0701 with pseudo-sequence DRB1_0701. The binding affinity (normalized) is 0.643. (3) The peptide sequence is FTVNQTSRLLMRRMR. The MHC is DRB1_0301 with pseudo-sequence DRB1_0301. The binding affinity (normalized) is 0.936. (4) The peptide sequence is SRSFLKHSLLRTQRL. The MHC is HLA-DQA10401-DQB10402 with pseudo-sequence HLA-DQA10401-DQB10402. The binding affinity (normalized) is 0.146.